Binary Classification. Given a miRNA mature sequence and a target amino acid sequence, predict their likelihood of interaction. From a dataset of Experimentally validated miRNA-target interactions with 360,000+ pairs, plus equal number of negative samples. (1) The miRNA is hsa-miR-302e with sequence UAAGUGCUUCCAUGCUU. The protein sequence of the target gene is MAAVPELLQQQEEDRSKLRSVSVDLNVDPSLQIDIPDALSERDKVKFTVHTKTTLPTFQSPEFSVTRQHEDFVWLHDTLIETTDYAGLIIPPAPTKPDFDGPREKMQKLGEGEGSMTKEEFAKMKQELEAEYLAVFKKTVSSHEVFLQRLSSHPVLSKDRNFHVFLEYDQDLSVRRKNTKEMFGGFFKSVVKSADEVLFTGVKEVDDFFEQEKNFLINYYNRIKDSCVKADKMTRSHKNVADDYIHTAACLHSLALEEPTVIKKYLLKVAELFEKLRKVEGRVSSDEDLKLTELLRYYML.... Result: 1 (interaction). (2) The miRNA is hsa-miR-7153-3p with sequence CACCAUGGACGGUUUACC. The protein sequence of the target gene is MSEYIRVTEDENDEPIEIPSEDDGTVLLSTVTAQFPGACGLRYRNPVSQCMRGVRLVEGILHAPDAGWGNLVYVVNYPKDNKRKMDETDASSAVKVKRAVQKTSDLIVLGLPWKTTEQDLKEYFSTFGEVLMVQVKKDLKTGHSKGFGFVRFTEYETQVKVMSQRHMIDGRWCDCKLPNSKQSQDEPLRSRKVFVGRCTEDMTEDELREFFSQYGDVMDVFIPKPFRAFAFVTFADDQIAQSLCGEDLIIKGISVHISNAEPKHNSNRQLERSGRFGGNPGGFGNQGGFGNSRGGGAGLG.... Result: 1 (interaction). (3) The miRNA is hsa-miR-4495 with sequence AAUGUAAACAGGCUUUUUGCU. The protein sequence of the target gene is MSIAGVAAQEIRVPLKTGFLHNGRAMGNMRKTYWSSRSEFKNNFLNIDPITMAYSLNSSAQERLIPLGHASKSAPMNGHCFAENGPSQKSSLPPLLIPPSENLGPHEEDQVVCGFKKLTVNGVCASTPPLTPIKNSPSLFPCAPLCERGSRPLPPLPISEALSLDDTDCEVEFLTSSDTDFLLEDSTLSDFKYDVPGRRSFRGCGQINYAYFDTPAVSAADLSYVSDQNGGVPDPNPPPPQTHRRLRRSHSGPAGSFNKPAIRISNCCIHRASPNSDEDKPEVPPRVPIPPRPVKPDYRR.... Result: 1 (interaction). (4) The miRNA is mmu-miR-3060-3p with sequence CCAUAGCACAGAAGCACUCCCA. The protein sequence of the target gene is METSQETSLFLVKILEELDSKQNTVSYQDLCKSLCARFDLSQLAKLRSVLFYTACLDPNFPATLFKDKMKCTVNNQQSKKIMVAADIVTIFNLIQMNGGAAKEKLPTGRQKVRKKEASFESCRSDTEICNAAECEPLNCELSERSFSRGYPIRQSSKCRKMDCKDCPQFVPASEPNFLLGVSKEVKNRAASLDRLQALAPYSVTSPQPCEMQRTYFPMNIENESISDQDSLPINQSIKETFISNEEPFVVQSCVQKRNIFKEDFHNLMAVSPSLVGPISKAENEHREPQSRKEPHKPPFF.... Result: 0 (no interaction). (5) The miRNA is hsa-miR-6828-3p with sequence AUCUGCUCUCUUGUUCCCAG. The protein sequence of the target gene is MGSKERFHWQSHNVKQSGVDDMVLLPQITEDAIAANLRKRFMDDYIFTYIGSVLISVNPFKQMPYFTDREIDLYQGAAQYENPPHIYALTDNMYRNMLIDCENQCVIISGESGAGKTVAAKYIMGYISKVSGGGEKVQHVKDIILQSNPLLEAFGNAKTVRNNNSSRFGKYFEIQFSRGGEPDGGKISNFLLEKSRVVMQNENERNFHIYYQLLEGASQEQRQNLGLMTPDYYYYLNQSDTYQVDGTDDRSDFGETLSAMQVIGIPPSIQQLVLQLVAGILHLGNISFCEDGNYARVESV.... Result: 1 (interaction).